This data is from Reaction yield outcomes from USPTO patents with 853,638 reactions. The task is: Predict the reaction yield, written as a fraction of the theoretical maximum amount of product (1.0 means a 100% yield; for example, 0.34 means a 34% yield). (1) The reactants are [F:1][C@H:2]([C:16]1[CH:21]=[CH:20][CH:19]=[CH:18][CH:17]=1)[C@H:3]([NH:5][CH2:6][C:7]1[CH:12]=[CH:11][CH:10]=[C:9]([N+:13]([O-:15])=[O:14])[CH:8]=1)[CH3:4].[C:22]([O:26][C:27](O[C:27]([O:26][C:22]([CH3:25])([CH3:24])[CH3:23])=[O:28])=[O:28])([CH3:25])([CH3:24])[CH3:23].C(N(CC)CC)C. The catalyst is ClCCl. The product is [C:22]([O:26][C:27](=[O:28])[N:5]([C@H:3]([CH3:4])[C@H:2]([F:1])[C:16]1[CH:21]=[CH:20][CH:19]=[CH:18][CH:17]=1)[CH2:6][C:7]1[CH:12]=[CH:11][CH:10]=[C:9]([N+:13]([O-:15])=[O:14])[CH:8]=1)([CH3:25])([CH3:24])[CH3:23]. The yield is 0.860. (2) The reactants are [CH2:1]([O:3][C:4](=[O:37])[N:5]([CH:12]([C:20]1[CH:25]=[CH:24][C:23]([O:26]CC2C=CC=CC=2)=[C:22]([O:34][CH2:35]C)[CH:21]=1)[CH2:13][C:14]1[CH:19]=[CH:18][CH:17]=[CH:16][CH:15]=1)CC(OC)OC)[CH3:2].[C:38](OCC)(=[O:40])C.CCCCCC. The catalyst is C(OCC)(=O)C.C(O)C.[Pd]. The product is [CH2:1]([O:3][C:4](=[O:37])[NH:5][CH:12]([C:20]1[CH:25]=[CH:24][C:23]([OH:26])=[C:22]([O:34][CH3:35])[CH:21]=1)[CH2:13][C:14]1[CH:15]=[CH:16][CH:17]=[C:18]([O:40][CH3:38])[CH:19]=1)[CH3:2]. The yield is 0.800. (3) The reactants are [CH3:1][C:2]1[CH:7]=[CH:6][C:5]([CH3:8])=[CH:4][C:3]=1[CH2:9][C:10]([OH:12])=[O:11].OS(O)(=O)=O.[CH3:18][CH2:19]O. No catalyst specified. The product is [CH3:1][C:2]1[CH:7]=[CH:6][C:5]([CH3:8])=[CH:4][C:3]=1[CH2:9][C:10]([O:12][CH2:18][CH3:19])=[O:11]. The yield is 0.840.